This data is from Catalyst prediction with 721,799 reactions and 888 catalyst types from USPTO. The task is: Predict which catalyst facilitates the given reaction. Reactant: [OH:1][Li].O.[NH2:4][C:5]1[C:14]2[C:9](=[C:10]([F:19])[C:11]([O:17][CH3:18])=[C:12]([O:15][CH3:16])[CH:13]=2)[N:8]=[C:7]([N:20]2[CH2:25][CH2:24][N:23]([C:26](=[O:51])[CH2:27][C@H:28]([C:44]3[CH:49]=[CH:48][C:47]([F:50])=[CH:46][CH:45]=3)[C:29](N3[C@H](CC4C=CC=CC=4)COC3=O)=[O:30])[CH2:22][CH2:21]2)[N:6]=1.[NH4+].[Cl-]. Product: [NH2:4][C:5]1[C:14]2[C:9](=[C:10]([F:19])[C:11]([O:17][CH3:18])=[C:12]([O:15][CH3:16])[CH:13]=2)[N:8]=[C:7]([N:20]2[CH2:25][CH2:24][N:23]([C:26](=[O:51])[CH2:27][C@H:28]([C:44]3[CH:49]=[CH:48][C:47]([F:50])=[CH:46][CH:45]=3)[C:29]([OH:30])=[O:1])[CH2:22][CH2:21]2)[N:6]=1. The catalyst class is: 20.